From a dataset of NCI-60 drug combinations with 297,098 pairs across 59 cell lines. Regression. Given two drug SMILES strings and cell line genomic features, predict the synergy score measuring deviation from expected non-interaction effect. (1) Synergy scores: CSS=57.9, Synergy_ZIP=6.63, Synergy_Bliss=7.51, Synergy_Loewe=-17.0, Synergy_HSA=9.87. Drug 1: CC12CCC3C(C1CCC2OP(=O)(O)O)CCC4=C3C=CC(=C4)OC(=O)N(CCCl)CCCl.[Na+]. Cell line: SNB-75. Drug 2: CC1C(C(CC(O1)OC2CC(CC3=C2C(=C4C(=C3O)C(=O)C5=C(C4=O)C(=CC=C5)OC)O)(C(=O)CO)O)N)O.Cl. (2) Drug 1: C1CC(=O)NC(=O)C1N2CC3=C(C2=O)C=CC=C3N. Drug 2: CC1=CC2C(CCC3(C2CCC3(C(=O)C)OC(=O)C)C)C4(C1=CC(=O)CC4)C. Cell line: OVCAR-8. Synergy scores: CSS=-1.10, Synergy_ZIP=0.473, Synergy_Bliss=0.109, Synergy_Loewe=-0.0730, Synergy_HSA=-0.952. (3) Drug 1: C1=C(C(=O)NC(=O)N1)N(CCCl)CCCl. Drug 2: C1=CC=C(C=C1)NC(=O)CCCCCCC(=O)NO. Cell line: OVCAR-5. Synergy scores: CSS=24.8, Synergy_ZIP=-7.95, Synergy_Bliss=3.40, Synergy_Loewe=-8.60, Synergy_HSA=4.92. (4) Drug 1: CC1=C2C(C(=O)C3(C(CC4C(C3C(C(C2(C)C)(CC1OC(=O)C(C(C5=CC=CC=C5)NC(=O)OC(C)(C)C)O)O)OC(=O)C6=CC=CC=C6)(CO4)OC(=O)C)OC)C)OC. Drug 2: C1=NC2=C(N=C(N=C2N1C3C(C(C(O3)CO)O)O)F)N. Cell line: SK-MEL-2. Synergy scores: CSS=28.6, Synergy_ZIP=-3.28, Synergy_Bliss=-8.13, Synergy_Loewe=-23.4, Synergy_HSA=-6.79. (5) Cell line: SK-OV-3. Synergy scores: CSS=2.34, Synergy_ZIP=-1.89, Synergy_Bliss=-2.60, Synergy_Loewe=-2.59, Synergy_HSA=-2.46. Drug 2: CC1C(C(CC(O1)OC2CC(OC(C2O)C)OC3=CC4=CC5=C(C(=O)C(C(C5)C(C(=O)C(C(C)O)O)OC)OC6CC(C(C(O6)C)O)OC7CC(C(C(O7)C)O)OC8CC(C(C(O8)C)O)(C)O)C(=C4C(=C3C)O)O)O)O. Drug 1: C1CCC(CC1)NC(=O)N(CCCl)N=O. (6) Drug 1: CC(C)(C#N)C1=CC(=CC(=C1)CN2C=NC=N2)C(C)(C)C#N. Drug 2: CC=C1C(=O)NC(C(=O)OC2CC(=O)NC(C(=O)NC(CSSCCC=C2)C(=O)N1)C(C)C)C(C)C. Cell line: DU-145. Synergy scores: CSS=21.0, Synergy_ZIP=1.49, Synergy_Bliss=-2.51, Synergy_Loewe=-50.9, Synergy_HSA=-6.07.